Dataset: Reaction yield outcomes from USPTO patents with 853,638 reactions. Task: Predict the reaction yield, written as a fraction of the theoretical maximum amount of product (1.0 means a 100% yield; for example, 0.34 means a 34% yield). The reactants are [Cl:1][C:2]1[C:9]([Cl:10])=[CH:8][CH:7]=[C:6]([Cl:11])[C:3]=1[CH:4]=O.[C:12]([NH:15][NH2:16])([NH2:14])=[NH:13].Cl. No catalyst specified. The product is [ClH:1].[Cl:1][C:2]1[C:9]([Cl:10])=[CH:8][CH:7]=[C:6]([Cl:11])[C:3]=1[CH:4]=[N:16][NH:15][C:12]([NH2:14])=[NH:13]. The yield is 0.780.